Dataset: NCI-60 drug combinations with 297,098 pairs across 59 cell lines. Task: Regression. Given two drug SMILES strings and cell line genomic features, predict the synergy score measuring deviation from expected non-interaction effect. (1) Drug 1: C1=CC(=C2C(=C1NCCNCCO)C(=O)C3=C(C=CC(=C3C2=O)O)O)NCCNCCO. Drug 2: C1=NC2=C(N=C(N=C2N1C3C(C(C(O3)CO)O)F)Cl)N. Cell line: NCI-H522. Synergy scores: CSS=52.3, Synergy_ZIP=-7.61, Synergy_Bliss=-6.57, Synergy_Loewe=-4.76, Synergy_HSA=-0.478. (2) Cell line: HCC-2998. Drug 2: C1=NNC2=C1C(=O)NC=N2. Drug 1: CC1=C(C(CCC1)(C)C)C=CC(=CC=CC(=CC(=O)O)C)C. Synergy scores: CSS=-0.400, Synergy_ZIP=-1.83, Synergy_Bliss=-7.50, Synergy_Loewe=-5.50, Synergy_HSA=-7.20. (3) Drug 1: CCC1=CC2CC(C3=C(CN(C2)C1)C4=CC=CC=C4N3)(C5=C(C=C6C(=C5)C78CCN9C7C(C=CC9)(C(C(C8N6C)(C(=O)OC)O)OC(=O)C)CC)OC)C(=O)OC.C(C(C(=O)O)O)(C(=O)O)O. Drug 2: CN(C)C1=NC(=NC(=N1)N(C)C)N(C)C. Cell line: SF-539. Synergy scores: CSS=31.7, Synergy_ZIP=1.01, Synergy_Bliss=3.51, Synergy_Loewe=-54.7, Synergy_HSA=1.76. (4) Drug 1: CC=C1C(=O)NC(C(=O)OC2CC(=O)NC(C(=O)NC(CSSCCC=C2)C(=O)N1)C(C)C)C(C)C. Drug 2: CC12CCC3C(C1CCC2OP(=O)(O)O)CCC4=C3C=CC(=C4)OC(=O)N(CCCl)CCCl.[Na+]. Cell line: UACC62. Synergy scores: CSS=68.1, Synergy_ZIP=1.77, Synergy_Bliss=3.52, Synergy_Loewe=-13.6, Synergy_HSA=5.87. (5) Drug 1: C1=CC(=CC=C1CCCC(=O)O)N(CCCl)CCCl. Drug 2: CC12CCC3C(C1CCC2OP(=O)(O)O)CCC4=C3C=CC(=C4)OC(=O)N(CCCl)CCCl.[Na+]. Cell line: ACHN. Synergy scores: CSS=33.4, Synergy_ZIP=-3.35, Synergy_Bliss=-9.48, Synergy_Loewe=-27.8, Synergy_HSA=-8.65. (6) Drug 1: C1CC(=O)NC(=O)C1N2CC3=C(C2=O)C=CC=C3N. Drug 2: CN(C)N=NC1=C(NC=N1)C(=O)N. Cell line: IGROV1. Synergy scores: CSS=4.03, Synergy_ZIP=-6.77, Synergy_Bliss=-6.50, Synergy_Loewe=-4.41, Synergy_HSA=-4.17. (7) Drug 1: CCC(=C(C1=CC=CC=C1)C2=CC=C(C=C2)OCCN(C)C)C3=CC=CC=C3.C(C(=O)O)C(CC(=O)O)(C(=O)O)O. Drug 2: C(CC(=O)O)C(=O)CN.Cl. Cell line: HCC-2998. Synergy scores: CSS=7.82, Synergy_ZIP=-8.35, Synergy_Bliss=-11.4, Synergy_Loewe=-6.76, Synergy_HSA=-7.24. (8) Drug 1: C1CCC(C1)C(CC#N)N2C=C(C=N2)C3=C4C=CNC4=NC=N3. Drug 2: C1=C(C(=O)NC(=O)N1)N(CCCl)CCCl. Cell line: A549. Synergy scores: CSS=28.8, Synergy_ZIP=-2.06, Synergy_Bliss=1.12, Synergy_Loewe=-6.81, Synergy_HSA=1.41. (9) Drug 1: C1CN1C2=NC(=NC(=N2)N3CC3)N4CC4. Drug 2: C1=NC2=C(N1)C(=S)N=C(N2)N. Cell line: MCF7. Synergy scores: CSS=38.5, Synergy_ZIP=-6.84, Synergy_Bliss=-4.14, Synergy_Loewe=-3.48, Synergy_HSA=0.141.